Dataset: Catalyst prediction with 721,799 reactions and 888 catalyst types from USPTO. Task: Predict which catalyst facilitates the given reaction. (1) Reactant: [C:1](=[O:43])([O:33][C:34]1C=CC([N+]([O-])=O)=C[CH:35]=1)[O:2][CH2:3][O:4][C:5]1[C:6](=[O:32])[C:7]([C:20]([NH:22][CH2:23][C:24]2[CH:29]=[CH:28][C:27]([F:30])=[CH:26][C:25]=2[F:31])=[O:21])=[CH:8][N:9]2[C:14]=1[C:13](=[O:15])[N:12]1[C@@H:16]([CH3:19])[CH2:17][O:18][C@@H:11]1[CH2:10]2.OCC[N:47]1[CH2:51][CH2:50][CH2:49][C:48]1=[O:52].C(N(CC)CC)C. Product: [C:1](=[O:43])([O:33][CH2:34][CH2:35][N:47]1[CH2:51][CH2:50][CH2:49][C:48]1=[O:52])[O:2][CH2:3][O:4][C:5]1[C:6](=[O:32])[C:7]([C:20]([NH:22][CH2:23][C:24]2[CH:29]=[CH:28][C:27]([F:30])=[CH:26][C:25]=2[F:31])=[O:21])=[CH:8][N:9]2[C:14]=1[C:13](=[O:15])[N:12]1[C@@H:16]([CH3:19])[CH2:17][O:18][C@@H:11]1[CH2:10]2. The catalyst class is: 142. (2) Reactant: [O:1]=[S:2]1(=[O:23])[CH2:6][CH2:5][CH2:4][N:3]1[C:7]1[CH:16]=[CH:15][C:10]([C:11]([O:13]C)=O)=[C:9]([N:17]2[CH2:21][CH2:20][O:19][C:18]2=[O:22])[CH:8]=1.[OH-].[Na+].Cl.[CH3:27][C:28]1[C:29]([N:35]2[CH2:40][CH2:39][NH:38][CH2:37][CH2:36]2)=[N:30][CH:31]=[C:32]([CH3:34])[CH:33]=1.O.[Cl-].COC1N=C(OC)N=C([N+]2(C)CCOCC2)N=1. Product: [CH3:27][C:28]1[C:29]([N:35]2[CH2:36][CH2:37][N:38]([C:11]([C:10]3[CH:15]=[CH:16][C:7]([N:3]4[CH2:4][CH2:5][CH2:6][S:2]4(=[O:23])=[O:1])=[CH:8][C:9]=3[N:17]3[CH2:21][CH2:20][O:19][C:18]3=[O:22])=[O:13])[CH2:39][CH2:40]2)=[N:30][CH:31]=[C:32]([CH3:34])[CH:33]=1. The catalyst class is: 72.